This data is from NCI-60 drug combinations with 297,098 pairs across 59 cell lines. The task is: Regression. Given two drug SMILES strings and cell line genomic features, predict the synergy score measuring deviation from expected non-interaction effect. (1) Drug 1: CC1=C2C(C(=O)C3(C(CC4C(C3C(C(C2(C)C)(CC1OC(=O)C(C(C5=CC=CC=C5)NC(=O)OC(C)(C)C)O)O)OC(=O)C6=CC=CC=C6)(CO4)OC(=O)C)OC)C)OC. Drug 2: COC1=CC(=CC(=C1O)OC)C2C3C(COC3=O)C(C4=CC5=C(C=C24)OCO5)OC6C(C(C7C(O6)COC(O7)C8=CC=CS8)O)O. Cell line: KM12. Synergy scores: CSS=45.5, Synergy_ZIP=-0.324, Synergy_Bliss=-4.17, Synergy_Loewe=-1.51, Synergy_HSA=0.0454. (2) Drug 1: C1=CC=C(C=C1)NC(=O)CCCCCCC(=O)NO. Drug 2: C1CCC(C(C1)N)N.C(=O)(C(=O)[O-])[O-].[Pt+4]. Cell line: MDA-MB-231. Synergy scores: CSS=12.3, Synergy_ZIP=-5.96, Synergy_Bliss=2.60, Synergy_Loewe=-0.927, Synergy_HSA=0.923. (3) Drug 1: CC1=C(C=C(C=C1)NC(=O)C2=CC=C(C=C2)CN3CCN(CC3)C)NC4=NC=CC(=N4)C5=CN=CC=C5. Drug 2: CC1C(C(CC(O1)OC2CC(OC(C2O)C)OC3=CC4=CC5=C(C(=O)C(C(C5)C(C(=O)C(C(C)O)O)OC)OC6CC(C(C(O6)C)O)OC7CC(C(C(O7)C)O)OC8CC(C(C(O8)C)O)(C)O)C(=C4C(=C3C)O)O)O)O. Cell line: MDA-MB-435. Synergy scores: CSS=47.8, Synergy_ZIP=0.392, Synergy_Bliss=1.34, Synergy_Loewe=-30.8, Synergy_HSA=0.448. (4) Drug 1: CN(C)N=NC1=C(NC=N1)C(=O)N. Drug 2: CC1=C(N=C(N=C1N)C(CC(=O)N)NCC(C(=O)N)N)C(=O)NC(C(C2=CN=CN2)OC3C(C(C(C(O3)CO)O)O)OC4C(C(C(C(O4)CO)O)OC(=O)N)O)C(=O)NC(C)C(C(C)C(=O)NC(C(C)O)C(=O)NCCC5=NC(=CS5)C6=NC(=CS6)C(=O)NCCC[S+](C)C)O. Cell line: HL-60(TB). Synergy scores: CSS=-1.53, Synergy_ZIP=-1.54, Synergy_Bliss=-2.56, Synergy_Loewe=-5.00, Synergy_HSA=-4.96.